This data is from Full USPTO retrosynthesis dataset with 1.9M reactions from patents (1976-2016). The task is: Predict the reactants needed to synthesize the given product. (1) Given the product [CH:1]1([C:4]2[N:5]=[CH:6][C:7]([O:10][C@@H:11]3[CH2:19][N:14]4[CH2:15][CH2:16][N:17]([S:28]([C:24]5[CH:25]=[CH:26][CH:27]=[C:22]([C:21]([F:20])([F:32])[F:33])[CH:23]=5)(=[O:30])=[O:29])[CH2:18][C@@H:13]4[CH2:12]3)=[N:8][CH:9]=2)[CH2:3][CH2:2]1, predict the reactants needed to synthesize it. The reactants are: [CH:1]1([C:4]2[N:5]=[CH:6][C:7]([O:10][C@@H:11]3[CH2:19][N:14]4[CH2:15][CH2:16][NH:17][CH2:18][C@@H:13]4[CH2:12]3)=[N:8][CH:9]=2)[CH2:3][CH2:2]1.[F:20][C:21]([F:33])([F:32])[C:22]1[CH:23]=[C:24]([S:28](Cl)(=[O:30])=[O:29])[CH:25]=[CH:26][CH:27]=1.C(N(CC)CC)C. (2) The reactants are: [F:1][C:2]1[CH:7]=[CH:6][C:5]([NH:8][CH2:9][C:10]#[C:11][C:12]2[CH:17]=[CH:16][C:15]([C:18]#[C:19][C:20]3([NH:28][C:29](=[O:35])[O:30][C:31]([CH3:34])([CH3:33])[CH3:32])[CH2:25][O:24][C:23]([CH3:27])([CH3:26])[O:22][CH2:21]3)=[CH:14][CH:13]=2)=[CH:4][CH:3]=1.C(OC(=O)NC1(C#CC2C=CC(S(=O)(=O)NC3CCC4CC3C4(C)C)=CC=2)COC(C)(C)OC1)(C)(C)C. Given the product [C:31]([O:30][C:29](=[O:35])[NH:28][C:20]1([CH2:19][CH2:18][C:15]2[CH:16]=[CH:17][C:12]([CH2:11][CH2:10][CH2:9][NH:8][C:5]3[CH:6]=[CH:7][C:2]([F:1])=[CH:3][CH:4]=3)=[CH:13][CH:14]=2)[CH2:25][O:24][C:23]([CH3:27])([CH3:26])[O:22][CH2:21]1)([CH3:32])([CH3:33])[CH3:34], predict the reactants needed to synthesize it. (3) Given the product [C:1]1([C:7]([C:17]2[CH:22]=[CH:21][C:20]([CH:23]=[CH:24][C:25]([NH:27][S:28]([C:31]3[CH:36]=[CH:35][CH:34]=[C:33]([OH:37])[CH:32]=3)(=[O:30])=[O:29])=[O:26])=[CH:19][CH:18]=2)=[C:8]([C:11]2[CH:12]=[CH:13][CH:14]=[CH:15][CH:16]=2)[CH2:9][CH3:10])[CH:6]=[CH:5][CH:4]=[CH:3][CH:2]=1, predict the reactants needed to synthesize it. The reactants are: [C:1]1([C:7]([C:17]2[CH:22]=[CH:21][C:20]([CH:23]=[CH:24][C:25]([NH:27][S:28]([C:31]3[CH:36]=[CH:35][CH:34]=[C:33]([O:37]C)[CH:32]=3)(=[O:30])=[O:29])=[O:26])=[CH:19][CH:18]=2)=[C:8]([C:11]2[CH:16]=[CH:15][CH:14]=[CH:13][CH:12]=2)[CH2:9][CH3:10])[CH:6]=[CH:5][CH:4]=[CH:3][CH:2]=1.B(Br)(Br)Br. (4) Given the product [CH2:11]([O:13][C:14](=[O:28])[CH2:15][CH2:16][N:17]1[C:25]2[C:20](=[CH:21][CH:22]=[CH:23][CH:24]=2)[C:19]([CH:26]=[C:3]2[C:4]3[C:9](=[CH:8][CH:7]=[CH:6][CH:5]=3)[NH:1][C:2]2=[O:10])=[CH:18]1)[CH3:12], predict the reactants needed to synthesize it. The reactants are: [NH:1]1[C:9]2[C:4](=[CH:5][CH:6]=[CH:7][CH:8]=2)[CH2:3][C:2]1=[O:10].[CH2:11]([O:13][C:14](=[O:28])[CH2:15][CH2:16][N:17]1[C:25]2[C:20](=[CH:21][CH:22]=[CH:23][CH:24]=2)[C:19]([CH:26]=O)=[CH:18]1)[CH3:12]. (5) Given the product [C:1]([Si:5]([CH3:42])([CH3:41])[O:6][C@H:7](/[C:32](/[CH3:40])=[CH:33]/[C:34]1[N:35]=[C:36]([CH3:39])[S:37][CH:38]=1)[CH2:8][C@@H:9]1[O:11][C@:10]1([CH2:26][O:27][S:28]([CH3:31])(=[O:29])=[O:30])[CH2:12][CH2:13][CH2:14][C@H:15]([CH3:25])[CH2:16][OH:17])([CH3:2])([CH3:3])[CH3:4], predict the reactants needed to synthesize it. The reactants are: [C:1]([Si:5]([CH3:42])([CH3:41])[O:6][C@H:7](/[C:32](/[CH3:40])=[CH:33]/[C:34]1[N:35]=[C:36]([CH3:39])[S:37][CH:38]=1)[CH2:8][C@@H:9]1[O:11][C@:10]1([CH2:26][O:27][S:28]([CH3:31])(=[O:30])=[O:29])[CH2:12][CH2:13][CH2:14][C@H:15]([CH3:25])[CH2:16][O:17][Si](C(C)(C)C)(C)C)([CH3:4])([CH3:3])[CH3:2].C12(CS(O)(=O)=O)C(C)(C)C(CC1)CC2=O.C([O-])(O)=O.[Na+].CC(OC)(C)C.